This data is from Full USPTO retrosynthesis dataset with 1.9M reactions from patents (1976-2016). The task is: Predict the reactants needed to synthesize the given product. (1) Given the product [BrH:12].[Cl:11][C:8]1[CH:7]=[C:3]([C:4]([NH2:6])=[O:5])[C:2](=[NH:1])[N:10]([CH2:13][C:14]2[CH:15]=[C:16]([C:17]#[N:18])[CH:19]=[CH:20][C:21]=2[F:22])[CH:9]=1, predict the reactants needed to synthesize it. The reactants are: [NH2:1][C:2]1[N:10]=[CH:9][C:8]([Cl:11])=[CH:7][C:3]=1[C:4]([NH2:6])=[O:5].[Br:12][CH2:13][C:14]1[CH:15]=[C:16]([CH:19]=[CH:20][C:21]=1[F:22])[C:17]#[N:18]. (2) Given the product [C:14]([O:13][C:11]([N:8]1[CH2:9][CH2:10][CH:5]([C:18]2[C:27]3[C:22](=[CH:23][C:24]([F:28])=[CH:25][CH:26]=3)[N:21]=[CH:20][N:19]=2)[CH2:6][CH2:7]1)=[O:12])([CH3:17])([CH3:15])[CH3:16], predict the reactants needed to synthesize it. The reactants are: COC([C:5]1([C:18]2[C:27]3[C:22](=[CH:23][C:24]([F:28])=[CH:25][CH:26]=3)[N:21]=[CH:20][N:19]=2)[CH2:10][CH2:9][N:8]([C:11]([O:13][C:14]([CH3:17])([CH3:16])[CH3:15])=[O:12])[CH2:7][CH2:6]1)=O.[Li+].[Cl-].C([O-])(O)=O.[Na+]. (3) Given the product [F:1][C:2]1[CH:16]=[CH:15][C:5]2[N:6]=[C:7]([NH:9][C@H:10]3[CH2:11][C@H:12]([N:14]4[C:22]5[N:21]=[C:20]([S:32][CH3:33])[N:19]=[CH:18][C:23]=5[C:24]([CH3:30])([CH3:31])[C:25]4=[O:26])[CH2:13]3)[S:8][C:4]=2[CH:3]=1, predict the reactants needed to synthesize it. The reactants are: [F:1][C:2]1[CH:16]=[CH:15][C:5]2[N:6]=[C:7]([NH:9][C@H:10]3[CH2:13][C@H:12]([NH2:14])[CH2:11]3)[S:8][C:4]=2[CH:3]=1.Cl[C:18]1[C:23]([C:24]([CH3:31])([CH3:30])[C:25](OCC)=[O:26])=[CH:22][N:21]=[C:20]([S:32][CH3:33])[N:19]=1.C1(P(C2CCCCC2)C2C(OC)=CC=C(OC)C=2C2C(C(C)C)=CC(C(C)C)=CC=2C(C)C)CCCCC1.CC(C)([O-])C.[Na+]. (4) Given the product [N:27]([C:2]1[C:3]2[N:4]([C:18]([N:21]3[CH2:22][CH2:23][O:24][CH2:25][CH2:26]3)=[CH:19][N:20]=2)[CH:5]=[C:6]([C:10]2[CH:15]=[CH:14][C:13]([Cl:16])=[CH:12][C:11]=2[Cl:17])[C:7]=1[C:8]#[N:9])=[N+:28]=[N-:29], predict the reactants needed to synthesize it. The reactants are: Cl[C:2]1[C:3]2[N:4]([C:18]([N:21]3[CH2:26][CH2:25][O:24][CH2:23][CH2:22]3)=[CH:19][N:20]=2)[CH:5]=[C:6]([C:10]2[CH:15]=[CH:14][C:13]([Cl:16])=[CH:12][C:11]=2[Cl:17])[C:7]=1[C:8]#[N:9].[N-:27]=[N+:28]=[N-:29].[Na+].CCOC(C)=O. (5) Given the product [F:22][C:19]([F:20])([F:21])[C:17]1[CH:16]=[CH:15][C:14]([O:23][CH2:25][C:26]2[O:27][C:28]([C:31]([F:34])([F:33])[F:32])=[CH:29][CH:30]=2)=[C:13]([CH:18]=1)[O:12][CH:10]1[CH2:9][NH:8][CH2:11]1, predict the reactants needed to synthesize it. The reactants are: C(OC([N:8]1[CH2:11][CH:10]([O:12][C:13]2[CH:18]=[C:17]([C:19]([F:22])([F:21])[F:20])[CH:16]=[CH:15][C:14]=2[OH:23])[CH2:9]1)=O)(C)(C)C.Br[CH2:25][C:26]1[O:27][C:28]([C:31]([F:34])([F:33])[F:32])=[CH:29][CH:30]=1. (6) Given the product [CH2:29]([N:33]([CH2:32][CH3:1])[CH2:7][CH2:8][NH:9][C:10]1[CH:11]=[C:12]([C:24]2[NH:25][CH:26]=[CH:27][CH:28]=2)[C:13]2[C:14](=[O:23])[NH:15][C:16]3[C:21]=2[C:20]=1[C:19]([F:22])=[CH:18][CH:17]=3)[CH3:30], predict the reactants needed to synthesize it. The reactants are: [CH3:1]S(O)(=O)=O.N[CH2:7][CH2:8][NH:9][C:10]1[CH:11]=[C:12]([C:24]2[NH:25][CH:26]=[CH:27][CH:28]=2)[C:13]2[C:14](=[O:23])[NH:15][C:16]3[C:21]=2[C:20]=1[C:19]([F:22])=[CH:18][CH:17]=3.[CH:29](=O)[CH3:30].[C:32]([BH3-])#[N:33].[Na+]. (7) Given the product [F:11][C:12]1[CH:28]=[CH:27][C:15]([CH2:16][C:17]2[O:21][C:20]([CH2:22][C:23]3[CH:2]=[C:1]([C:3]4[C:4]([NH2:10])=[N:5][C:6]([NH2:9])=[CH:7][CH:8]=4)[O:25][N:24]=3)=[CH:19][CH:18]=2)=[CH:14][CH:13]=1, predict the reactants needed to synthesize it. The reactants are: [C:1]([C:3]1[C:4]([NH2:10])=[N:5][C:6]([NH2:9])=[CH:7][CH:8]=1)#[CH:2].[F:11][C:12]1[CH:28]=[CH:27][C:15]([CH2:16][C:17]2[O:21][C:20]([CH2:22][C:23](Cl)=[N:24][OH:25])=[CH:19][CH:18]=2)=[CH:14][CH:13]=1.C(N(CC)CC)C. (8) Given the product [Cl:20][C:10]1[C:11]([O:18][CH3:19])=[CH:12][C:13]([O:16][CH3:17])=[C:14]([CH3:15])[C:9]=1[NH2:8], predict the reactants needed to synthesize it. The reactants are: Cl.C(OC(=O)[NH:8][C:9]1[C:14]([CH3:15])=[C:13]([O:16][CH3:17])[CH:12]=[C:11]([O:18][CH3:19])[C:10]=1[Cl:20])(C)(C)C. (9) Given the product [O:17]1[CH2:18][CH2:19][N:14]([C:4]2[N:5]=[C:6]([N:8]3[CH2:13][CH2:12][O:11][CH2:10][CH2:9]3)[N:7]=[C:2]([C:24]3[CH:25]=[CH:26][C:21]([NH2:20])=[CH:22][CH:23]=3)[N:3]=2)[CH2:15][CH2:16]1, predict the reactants needed to synthesize it. The reactants are: Cl[C:2]1[N:7]=[C:6]([N:8]2[CH2:13][CH2:12][O:11][CH2:10][CH2:9]2)[N:5]=[C:4]([N:14]2[CH2:19][CH2:18][O:17][CH2:16][CH2:15]2)[N:3]=1.[NH2:20][C:21]1[CH:26]=[CH:25][C:24](B2OC(C)(C)C(C)(C)O2)=[CH:23][CH:22]=1.